Dataset: Reaction yield outcomes from USPTO patents with 853,638 reactions. Task: Predict the reaction yield, written as a fraction of the theoretical maximum amount of product (1.0 means a 100% yield; for example, 0.34 means a 34% yield). (1) The reactants are [F:1][C:2]([CH3:7])([CH3:6])[C:3](Cl)=O.C(N(CC)CC)C.I.[C:16]([NH:19][C:20](=[NH:23])[S:21][CH3:22])(=[NH:18])[NH2:17]. The catalyst is C1COCC1.O.C(OCC)(=O)C. The product is [F:1][C:2]([C:3]1[N:23]=[C:20]([S:21][CH3:22])[N:19]=[C:16]([NH2:18])[N:17]=1)([CH3:7])[CH3:6]. The yield is 0.892. (2) The reactants are [NH:1]1[CH2:7][CH:6]([OH:8])[CH2:5][NH:4][CH2:3][CH2:2]1.Br[C:10]1[C:11](=[O:18])[N:12]([CH3:17])[CH:13]=[C:14](Br)[N:15]=1.Cl[C:20]1[N:25]=[CH:24][C:23]2[CH:26]=[N:27][NH:28][C:22]=2[CH:21]=1.[CH3:29][N:30]1[CH:34]=[C:33](B2OC(C)(C)C(C)(C)O2)[CH:32]=[N:31]1. No catalyst specified. The product is [OH:8][CH:6]1[CH2:5][N:4]([C:10]2[C:11](=[O:18])[N:12]([CH3:17])[CH:13]=[C:14]([N:28]3[C:22]4[CH:21]=[C:20]([C:33]5[CH:32]=[N:31][N:30]([CH3:29])[CH:34]=5)[N:25]=[CH:24][C:23]=4[CH:26]=[N:27]3)[N:15]=2)[CH2:3][CH2:2][NH:1][CH2:7]1. The yield is 0.0720.